Dataset: Forward reaction prediction with 1.9M reactions from USPTO patents (1976-2016). Task: Predict the product of the given reaction. (1) The product is: [CH3:20][S:17]([NH:16][C:12]1[CH:11]=[C:10]([CH:15]=[CH:14][CH:13]=1)[CH2:9][NH:8][C:6](=[O:7])[C:5]1[CH:21]=[CH:22][C:2]([C:25]2[CH:26]=[C:27]([NH:30][C:31]([C:33]3[CH:37]=[CH:36][S:35][CH:34]=3)=[O:32])[CH:28]=[CH:29][C:24]=2[CH3:23])=[N:3][CH:4]=1)(=[O:19])=[O:18]. Given the reactants Cl[C:2]1[CH:22]=[CH:21][C:5]([C:6]([NH:8][CH2:9][C:10]2[CH:15]=[CH:14][CH:13]=[C:12]([NH:16][S:17]([CH3:20])(=[O:19])=[O:18])[CH:11]=2)=[O:7])=[CH:4][N:3]=1.[CH3:23][C:24]1[CH:29]=[CH:28][C:27]([NH:30][C:31]([C:33]2[CH:37]=[CH:36][S:35][CH:34]=2)=[O:32])=[CH:26][C:25]=1B1OC(C)(C)C(C)(C)O1, predict the reaction product. (2) Given the reactants [F:1][C:2]1[CH:7]=[C:6]([OH:8])[CH:5]=[CH:4][C:3]=1[C:9]([C:11]1[CH:16]=[CH:15][N:14]=[C:13]([S:17][CH3:18])[N:12]=1)=[O:10].C([O-])([O-])=O.[K+].[K+].[CH3:25][S:26][CH2:27][CH2:28][CH2:29][CH2:30]S(C1C=CC(C)=CC=1)(=O)=O, predict the reaction product. The product is: [F:1][C:2]1[CH:7]=[C:6]([O:8][CH2:30][CH2:29][CH2:28][CH2:27][S:26][CH3:25])[CH:5]=[CH:4][C:3]=1[C:9]([C:11]1[CH:16]=[CH:15][N:14]=[C:13]([S:17][CH3:18])[N:12]=1)=[O:10]. (3) Given the reactants [Cl:1][C:2]1[C:7]([N:8]2[CH2:13][CH2:12][CH:11]([C:14]3[C:19]([F:20])=[CH:18][CH:17]=[C:16]([F:21])[C:15]=3[O:22][CH:23]([F:25])[F:24])[CH2:10][CH2:9]2)=[CH:6][N:5]=[N:4][C:3]=1[NH:26][NH:27][C:28](=O)[CH2:29][C:30]([F:33])([F:32])[F:31].CC[N+](S(N=C(OC)[O-])(=O)=O)(CC)CC, predict the reaction product. The product is: [Cl:1][C:2]1[C:3]2[N:4]([C:28]([CH2:29][C:30]([F:32])([F:31])[F:33])=[N:27][N:26]=2)[N:5]=[CH:6][C:7]=1[N:8]1[CH2:9][CH2:10][CH:11]([C:14]2[C:19]([F:20])=[CH:18][CH:17]=[C:16]([F:21])[C:15]=2[O:22][CH:23]([F:25])[F:24])[CH2:12][CH2:13]1.